Dataset: Peptide-MHC class I binding affinity with 185,985 pairs from IEDB/IMGT. Task: Regression. Given a peptide amino acid sequence and an MHC pseudo amino acid sequence, predict their binding affinity value. This is MHC class I binding data. (1) The peptide sequence is ATIQRFSSL. The MHC is H-2-Kb with pseudo-sequence H-2-Kb. The binding affinity (normalized) is 0.940. (2) The peptide sequence is PLMGGAYIAFPTSCHMFI. The MHC is HLA-A01:01 with pseudo-sequence HLA-A01:01. The binding affinity (normalized) is 0.0308. (3) The MHC is HLA-A69:01 with pseudo-sequence HLA-A69:01. The binding affinity (normalized) is 0.0847. The peptide sequence is GRSLEDDIR. (4) The peptide sequence is LVSAGIRKV. The binding affinity (normalized) is 0.0439. The MHC is HLA-B15:01 with pseudo-sequence HLA-B15:01. (5) The peptide sequence is FFGPIGKLIA. The MHC is H-2-Kb with pseudo-sequence H-2-Kb. The binding affinity (normalized) is 0.00470. (6) The peptide sequence is AENGWGFYF. The MHC is HLA-A26:01 with pseudo-sequence HLA-A26:01. The binding affinity (normalized) is 0.0847. (7) The peptide sequence is MIDDSIEGI. The MHC is HLA-A02:01 with pseudo-sequence HLA-A02:01. The binding affinity (normalized) is 0.506. (8) The peptide sequence is SFIPIFYQF. The MHC is HLA-A29:02 with pseudo-sequence HLA-A29:02. The binding affinity (normalized) is 0.898. (9) The peptide sequence is SLIIPNVTL. The MHC is HLA-B39:01 with pseudo-sequence HLA-B39:01. The binding affinity (normalized) is 0.213.